Dataset: Reaction yield outcomes from USPTO patents with 853,638 reactions. Task: Predict the reaction yield, written as a fraction of the theoretical maximum amount of product (1.0 means a 100% yield; for example, 0.34 means a 34% yield). (1) The reactants are Cl.[Br:2][C:3]1[CH:4]=[CH:5][C:6]([NH:12][NH2:13])=[C:7]([CH:11]=1)[C:8]([OH:10])=[O:9].[CH2:14]([O:16][C:17](=[O:24])[C:18](=O)[CH2:19][C:20](=O)[CH3:21])[CH3:15]. The catalyst is CC(O)=O. The product is [Br:2][C:3]1[CH:4]=[CH:5][C:6]([N:12]2[C:20]([CH3:21])=[CH:19][C:18]([C:17]([O:16][CH2:14][CH3:15])=[O:24])=[N:13]2)=[C:7]([CH:11]=1)[C:8]([OH:10])=[O:9]. The yield is 1.00. (2) The reactants are [Br:1][C:2]1[CH:7]=[CH:6][C:5](I)=[CH:4][CH:3]=1.[C:9]1(B(O)O)[C:22]2[C:23]3=[C:24]4[C:19](=[CH:20][CH:21]=2)[CH:18]=[CH:17][CH:16]=[C:15]4[CH:14]=[CH:13][C:12]3=[CH:11][CH:10]=1.C(=O)([O-])[O-].[Na+].[Na+]. The catalyst is C1(C)C=CC=CC=1. The product is [Br:1][C:2]1[CH:7]=[CH:6][C:5]([C:16]2[C:15]3[C:24]4=[C:23]5[C:12](=[CH:13][CH:14]=3)[CH:11]=[CH:10][CH:9]=[C:22]5[CH:21]=[CH:20][C:19]4=[CH:18][CH:17]=2)=[CH:4][CH:3]=1. The yield is 0.800. (3) The reactants are [I:1][C:2]1[CH:10]=[C:9]2[C:5]([C:6](C=CC3C=CC=CC=3)=[N:7][N:8]2[CH2:11][O:12][CH2:13][CH2:14][Si:15]([CH3:18])([CH3:17])[CH3:16])=[CH:4][CH:3]=1.CO.O=[O+][O-].[CH:32]([O:37][CH3:38])([O:35][CH3:36])OC. The catalyst is C(Cl)Cl. The product is [CH3:38][O:37][CH:32]([C:6]1[C:5]2[C:9](=[CH:10][C:2]([I:1])=[CH:3][CH:4]=2)[N:8]([CH2:11][O:12][CH2:13][CH2:14][Si:15]([CH3:18])([CH3:17])[CH3:16])[N:7]=1)[O:35][CH3:36]. The yield is 0.920. (4) The reactants are Cl[C:2]1[N:3]=[CH:4][CH:5]=[C:6]2[CH:10]=[CH:9][NH:8][C:7]=12.[F:11][C:12]1[CH:17]=[C:16]([N+:18]([O-:20])=[O:19])[CH:15]=[CH:14][C:13]=1[OH:21].C([O-])([O-])=O.[K+].[K+]. The catalyst is O(C1C=CC=CC=1)C1C=CC=CC=1. The yield is 0.440. The product is [F:11][C:12]1[CH:17]=[C:16]([N+:18]([O-:20])=[O:19])[CH:15]=[CH:14][C:13]=1[O:21][C:2]1[N:3]=[CH:4][CH:5]=[C:6]2[CH:10]=[CH:9][NH:8][C:7]=12. (5) The reactants are C([N:8]([CH2:19][C:20]1C=CC=CC=1)[CH2:9][CH2:10][N:11]1[C:15](C(=O)C)=[CH:14][N:13]=[N:12]1)C1C=CC=CC=1. The catalyst is C(O)C.[Pd]. The product is [CH3:20][CH:19]1[NH:8][CH2:9][CH2:10][N:11]2[N:12]=[N:13][CH:14]=[C:15]12. The yield is 0.950. (6) The catalyst is C1COCC1. The yield is 0.520. The reactants are I[C:2]1[N:3]=[C:4]2[CH2:9][N:8]([C:10]([O:12][CH2:13][C:14]3[CH:19]=[CH:18][CH:17]=[CH:16][CH:15]=3)=[O:11])[CH2:7][CH2:6][N:5]2[C:20]=1[CH3:21].C([Mg]Br)C.[C:26]([OH:29])(=[O:28])C. The product is [CH2:13]([O:12][C:10]([N:8]1[CH2:7][CH2:6][N:5]2[C:20]([CH3:21])=[C:2]([C:26]([OH:29])=[O:28])[N:3]=[C:4]2[CH2:9]1)=[O:11])[C:14]1[CH:19]=[CH:18][CH:17]=[CH:16][CH:15]=1. (7) The reactants are [OH:1][C:2]1[C:6]([C:7]([O:9][CH2:10][CH3:11])=[O:8])=[CH:5][NH:4][N:3]=1.Cl.Cl[CH2:14][C:15]1[CH:16]=[N:17][CH:18]=[CH:19][CH:20]=1.[H-].[Na+].C(=O)([O-])O.[Na+]. The catalyst is CN(C)C=O. The product is [N:17]1[CH:18]=[CH:19][CH:20]=[C:15]([CH2:14][O:1][C:2]2[C:6]([C:7]([O:9][CH2:10][CH3:11])=[O:8])=[CH:5][N:4]([CH2:14][C:15]3[CH:16]=[N:17][CH:18]=[CH:19][CH:20]=3)[N:3]=2)[CH:16]=1. The yield is 0.530.